From a dataset of Forward reaction prediction with 1.9M reactions from USPTO patents (1976-2016). Predict the product of the given reaction. Given the reactants [C:1]([C@H:5]1[CH2:10][CH2:9][C@H:8]([O:11][C:12]2[C:13]([C:29]([F:32])([F:31])[F:30])=[C:14]3[C:19](=[CH:20][CH:21]=2)[CH2:18][C@@H:17]([C@:22]2([CH3:28])[CH2:26][O:25]C(=O)[NH:23]2)[CH2:16][CH2:15]3)[CH2:7][CH2:6]1)([CH3:4])([CH3:3])[CH3:2].C(Cl)(Cl)Cl.C(=O)(O)[O-].[Na+].[C:53]([O:52][C:50](O[C:50]([O:52][C:53]([CH3:56])([CH3:55])[CH3:54])=[O:51])=[O:51])([CH3:56])([CH3:55])[CH3:54], predict the reaction product. The product is: [C:1]([C@H:5]1[CH2:6][CH2:7][C@H:8]([O:11][C:12]2[C:13]([C:29]([F:30])([F:31])[F:32])=[C:14]3[C:19](=[CH:20][CH:21]=2)[CH2:18][C@@H:17]([C@:22]([NH:23][C:50](=[O:51])[O:52][C:53]([CH3:54])([CH3:55])[CH3:56])([CH3:28])[CH2:26][OH:25])[CH2:16][CH2:15]3)[CH2:9][CH2:10]1)([CH3:2])([CH3:3])[CH3:4].